This data is from Full USPTO retrosynthesis dataset with 1.9M reactions from patents (1976-2016). The task is: Predict the reactants needed to synthesize the given product. (1) Given the product [NH:1]1[C:9]2[C:4](=[CH:5][C:6]([NH:10][C:11]3[CH:19]=[CH:18][C:17]([CH:20]4[CH2:21][CH2:22]4)=[CH:16][C:12]=3[C:13]([O:15][CH2:30][CH:29]=[CH2:28])=[O:14])=[CH:7][CH:8]=2)[CH:3]=[CH:2]1, predict the reactants needed to synthesize it. The reactants are: [NH:1]1[C:9]2[C:4](=[CH:5][C:6]([NH:10][C:11]3[CH:19]=[CH:18][C:17]([CH:20]4[CH2:22][CH2:21]4)=[CH:16][C:12]=3[C:13]([OH:15])=[O:14])=[CH:7][CH:8]=2)[CH:3]=[CH:2]1.C(=O)(O)[O-].[Na+].[CH2:28](Br)[CH:29]=[CH2:30].C(OCC)(=O)C. (2) Given the product [Br:1][C:2]1[CH:9]=[CH:8][C:5]([CH:15]([OH:14])[CH2:16][OH:20])=[CH:4][CH:3]=1, predict the reactants needed to synthesize it. The reactants are: [Br:1][C:2]1[CH:9]=[CH:8][C:5](C=C)=[CH:4][CH:3]=1.C[N+]1([O-])[CH2:16][CH2:15][O:14]CC1.CC(C)=[O:20].O.